Task: Binary Classification. Given a miRNA mature sequence and a target amino acid sequence, predict their likelihood of interaction.. Dataset: Experimentally validated miRNA-target interactions with 360,000+ pairs, plus equal number of negative samples The miRNA is hsa-miR-1250-3p with sequence ACAUUUUCCAGCCCAUUCA. The protein sequence of the target gene is MDLLYGLVWLLTVLLEGISGQGVYAPPTVRIVHSGLACNIEEERYSERVYTIREGETLELTCLVTGHPRPQIRWTKTAGSASDRFQDSSVFNETLRITNIQRHQGGRYYCKAENGLGSPAIKSIRVDVYYLDDPVVTVHQSIGEAKEQFYYERTVFLRCVANSNPPVRYSWRRGQEVLLQGSDKGVEIYEPFFTQGETKILKLKNLRPQDYANYSCIASVRNVCNIPDKMVSFRLSNKTASPSIKLLVDDPIVVNPGEAITLVCVTTGGEPAPSLTWVRSFGTLPEKTVLNGGTLTIPAI.... Result: 1 (interaction).